From a dataset of Catalyst prediction with 721,799 reactions and 888 catalyst types from USPTO. Predict which catalyst facilitates the given reaction. (1) The catalyst class is: 25. Reactant: [N:1]1[CH:6]=[CH:5][CH:4]=[CH:3][C:2]=1[CH2:7][CH2:8][O:9][C:10]1[N:15]=[C:14]([NH:16][NH2:17])[CH:13]=[C:12]([N:18]2[CH2:23][CH2:22][O:21][CH2:20][CH2:19]2)[N:11]=1.[C:24]1([CH3:32])[CH:29]=[CH:28][CH:27]=[C:26]([CH:30]=O)[CH:25]=1.C(O)(=O)C. Product: [N:1]1[CH:6]=[CH:5][CH:4]=[CH:3][C:2]=1[CH2:7][CH2:8][O:9][C:10]1[N:15]=[C:14]([NH:16][N:17]=[CH:32][C:24]2[CH:29]=[CH:28][CH:27]=[C:26]([CH3:30])[CH:25]=2)[CH:13]=[C:12]([N:18]2[CH2:19][CH2:20][O:21][CH2:22][CH2:23]2)[N:11]=1. (2) Reactant: C(NC(C)C)(C)C.[Li+].CCC[CH2-].CCCCCC.[Br:19][C:20]1[CH:25]=[CH:24][CH:23]=[C:22]([F:26])[N:21]=1.[CH2:27]=[O:28]. Product: [Br:19][C:20]1[N:21]=[C:22]([F:26])[C:23]([CH2:27][OH:28])=[CH:24][CH:25]=1. The catalyst class is: 1. (3) Reactant: [CH2:1]([O:4][C:5]1[CH:10]=[CH:9][C:8]([CH3:11])=[CH:7][C:6]=1[C:12]1[N:20]([CH2:21][C:22]2[CH:27]=[CH:26][C:25]([Cl:28])=[CH:24][CH:23]=2)[C:19]2[C:14](=[N:15][C:16]([Cl:30])=[N:17][C:18]=2Cl)[N:13]=1)[CH:2]=[CH2:3].[CH:31]1([C@H:34]([NH2:36])[CH3:35])[CH2:33][CH2:32]1. Product: [CH2:1]([O:4][C:5]1[CH:10]=[CH:9][C:8]([CH3:11])=[CH:7][C:6]=1[C:12]1[N:20]([CH2:21][C:22]2[CH:23]=[CH:24][C:25]([Cl:28])=[CH:26][CH:27]=2)[C:19]2[C:14](=[N:15][C:16]([Cl:30])=[N:17][C:18]=2[NH:36][C@@H:34]([CH:31]2[CH2:33][CH2:32]2)[CH3:35])[N:13]=1)[CH:2]=[CH2:3]. The catalyst class is: 8. (4) Reactant: [CH3:1][O:2][C:3](=[O:16])[CH:4]([CH2:8][C:9]1[CH:14]=[CH:13][C:12]([F:15])=[CH:11][CH:10]=1)[C:5]([OH:7])=O.[CH:17]1([C:23]2([CH2:29][N:30]3[CH:34]=[N:33][CH:32]=[N:31]3)[CH2:28][CH2:27][NH:26][CH2:25][CH2:24]2)[CH2:22][CH2:21][CH2:20][CH2:19][CH2:18]1.ON1C2C=CC=CC=2N=N1.CN1CCOCC1.CN(C)CCCN=C=NCC.[Cl-].[NH4+]. Product: [CH3:1][O:2][C:3](=[O:16])[CH:4]([CH2:8][C:9]1[CH:14]=[CH:13][C:12]([F:15])=[CH:11][CH:10]=1)[C:5]([N:26]1[CH2:25][CH2:24][C:23]([CH:17]2[CH2:18][CH2:19][CH2:20][CH2:21][CH2:22]2)([CH2:29][N:30]2[CH:34]=[N:33][CH:32]=[N:31]2)[CH2:28][CH2:27]1)=[O:7]. The catalyst class is: 9. (5) Reactant: C([O:8][C:9]1[CH:14]=[C:13](/[CH:15]=[CH:16]/[N+]([O-])=O)[C:12]([N+:20]([O-])=O)=[CH:11][C:10]=1[O:23][CH3:24])C1C=CC=CC=1. Product: [CH3:24][O:23][C:10]1[CH:11]=[C:12]2[C:13]([CH:15]=[CH:16][NH:20]2)=[CH:14][C:9]=1[OH:8]. The catalyst class is: 129. (6) Reactant: [NH2:1][CH2:2][CH2:3][CH2:4][C@@H:5]([CH2:9][C:10]1[N:11]=[CH:12][N:13]2[C:22]3[C:17](=[CH:18][CH:19]=[CH:20][CH:21]=3)[CH2:16][CH2:15][C:14]=12)[C:6]([OH:8])=[O:7].[C:23](=O)([O:34][CH2:35][C:36]1[O:37][C:38](=[O:44])[O:39][C:40]=1[CH2:41][CH2:42][CH3:43])[O:24]C1C=CC([N+]([O-])=O)=CC=1.O.C(OCC)C. Product: [CH:12]1[N:13]2[C:22]3[C:17]([CH2:16][CH2:15][C:14]2=[C:10]([CH2:9][C@H:5]([CH2:4][CH2:3][CH2:2][NH:1][C:23]([O:34][CH2:35][C:36]2[O:37][C:38](=[O:44])[O:39][C:40]=2[CH2:41][CH2:42][CH3:43])=[O:24])[C:6]([OH:8])=[O:7])[N:11]=1)=[CH:18][CH:19]=[CH:20][CH:21]=3. The catalyst class is: 9.